From a dataset of Full USPTO retrosynthesis dataset with 1.9M reactions from patents (1976-2016). Predict the reactants needed to synthesize the given product. (1) Given the product [CH2:22]([N:3]([CH2:1][CH3:2])[C:4]1[C:12]2[S:11][C:10]([NH:13][C:35](=[O:36])[C:34]3[CH:38]=[CH:39][C:31]([F:30])=[CH:32][CH:33]=3)=[N:9][C:8]=2[C:7]([O:14][CH3:15])=[CH:6][CH:5]=1)[C:23]1[CH:28]=[CH:27][CH:26]=[CH:25][CH:24]=1, predict the reactants needed to synthesize it. The reactants are: [CH2:1]([NH:3][C:4]1[C:12]2[S:11][C:10]([NH2:13])=[N:9][C:8]=2[C:7]([O:14][CH3:15])=[CH:6][CH:5]=1)[CH3:2].C(=O)([O-])[O-].[K+].[K+].[CH2:22](Br)[C:23]1[CH:28]=[CH:27][CH:26]=[CH:25][CH:24]=1.[F:30][C:31]1[CH:39]=[CH:38][C:34]([C:35](O)=[O:36])=[CH:33][CH:32]=1.CN(C(ON1N=NC2C=CC=NC1=2)=[N+](C)C)C.F[P-](F)(F)(F)(F)F.C(N(C(C)C)C(C)C)C. (2) Given the product [CH2:1]([O:8][C:9]1[C:14]([C:15]([CH3:18])([CH3:17])[CH3:16])=[CH:13][CH:12]=[CH:11][C:10]=1[C:19]([C:21]1[C:22]([O:33][CH3:34])=[C:23]([C:27]2[CH:32]=[CH:31][CH:30]=[CH:29][CH:28]=2)[CH:24]=[CH:25][CH:26]=1)=[O:20])[C:2]1[CH:3]=[CH:4][CH:5]=[CH:6][CH:7]=1, predict the reactants needed to synthesize it. The reactants are: [CH2:1]([O:8][C:9]1[C:14]([C:15]([CH3:18])([CH3:17])[CH3:16])=[CH:13][CH:12]=[CH:11][C:10]=1[CH:19]([C:21]1[C:22]([O:33][CH3:34])=[C:23]([C:27]2[CH:32]=[CH:31][CH:30]=[CH:29][CH:28]=2)[CH:24]=[CH:25][CH:26]=1)[OH:20])[C:2]1[CH:7]=[CH:6][CH:5]=[CH:4][CH:3]=1. (3) Given the product [F:1][C:2]1[CH:7]=[CH:6][C:5]([N:8]2[CH2:13][CH2:12][CH:11]([C:14]([N:31]([CH3:32])[C:28]3[CH:27]=[CH:26][C:25]([CH2:24][N:22]4[CH2:21][CH2:20][N:19]([C:33]([O:35][C:36]([CH3:38])([CH3:37])[CH3:39])=[O:34])[C@@H:18]([CH3:17])[CH2:23]4)=[CH:30][CH:29]=3)=[O:15])[CH2:10][CH2:9]2)=[CH:4][CH:3]=1, predict the reactants needed to synthesize it. The reactants are: [F:1][C:2]1[CH:7]=[CH:6][C:5]([N:8]2[CH2:13][CH2:12][CH:11]([C:14](Cl)=[O:15])[CH2:10][CH2:9]2)=[CH:4][CH:3]=1.[CH3:17][C@H:18]1[CH2:23][N:22]([CH2:24][C:25]2[CH:30]=[CH:29][C:28]([NH:31][CH3:32])=[CH:27][CH:26]=2)[CH2:21][CH2:20][N:19]1[C:33]([O:35][C:36]([CH3:39])([CH3:38])[CH3:37])=[O:34].C(N(CC)CC)C. (4) Given the product [Cl:1][C:2]1[C:7]([C:23]#[C:22][C:21]2[CH:25]=[CH:20][C:19]([NH:16][CH2:17][CH3:18])=[N:13][CH:11]=2)=[C:6]([CH2:9][CH3:10])[N:5]=[CH:4][N:3]=1, predict the reactants needed to synthesize it. The reactants are: [Cl:1][C:2]1[C:7](I)=[C:6]([CH2:9][CH3:10])[N:5]=[CH:4][N:3]=1.[CH2:11]([NH2:13])C.C([N:16]([CH2:19][CH3:20])[CH2:17][CH3:18])C.[CH2:21]1[CH2:25]O[CH2:23][CH2:22]1. (5) The reactants are: [C:1]([C:4]12[CH2:11][CH2:10][C:7]([NH:12][CH2:13][C:14]([N:16]3[CH2:20][C@@H:19]([F:21])[CH2:18][C@H:17]3[C:22]#[N:23])=[O:15])([CH2:8][CH2:9]1)[CH2:6][CH2:5]2)([OH:3])=O.[NH2:24][C:25]1[S:26][CH:27]=[C:28]([CH:30]2[CH2:32][CH2:31]2)[N:29]=1. Given the product [CH:30]1([C:28]2[N:29]=[C:25]([NH:24][C:1]([C:4]34[CH2:11][CH2:10][C:7]([NH:12][CH2:13][C:14]([N:16]5[CH2:20][C@@H:19]([F:21])[CH2:18][C@H:17]5[C:22]#[N:23])=[O:15])([CH2:6][CH2:5]3)[CH2:8][CH2:9]4)=[O:3])[S:26][CH:27]=2)[CH2:32][CH2:31]1, predict the reactants needed to synthesize it.